Predict the reaction yield, written as a fraction of the theoretical maximum amount of product (1.0 means a 100% yield; for example, 0.34 means a 34% yield). From a dataset of Reaction yield outcomes from USPTO patents with 853,638 reactions. (1) The product is [F:1][C:2]1[C:7]([F:8])=[CH:6][C:5]([N+:10]([O-:12])=[O:11])=[C:4]([F:9])[N:3]=1. The reactants are [F:1][C:2]1[C:7]([F:8])=[CH:6][CH:5]=[C:4]([F:9])[N:3]=1.[N+:10]([O-])([OH:12])=[O:11].S(=O)(=O)(O)O. No catalyst specified. The yield is 0.570. (2) The reactants are Br[C:2]1[CH:29]=[CH:28][C:5]([CH2:6][N:7]2[C:15]3[C:14]([O:16][CH3:17])=[N:13][C:12]([N:18]4[CH:22]=[C:21]([C:23]([O:25][CH2:26][CH3:27])=[O:24])[CH:20]=[N:19]4)=[N:11][C:10]=3[CH:9]=[N:8]2)=[C:4]([F:30])[CH:3]=1.[C:31]1(B(O)O)[CH:36]=[CH:35][CH:34]=[CH:33][CH:32]=1.P([O-])([O-])([O-])=O.[K+].[K+].[K+].O. The catalyst is C1(C)C=CC=CC=1.C([O-])(=O)C.[Pd+2].C([O-])(=O)C. The product is [F:30][C:4]1[CH:3]=[C:2]([C:31]2[CH:36]=[CH:35][CH:34]=[CH:33][CH:32]=2)[CH:29]=[CH:28][C:5]=1[CH2:6][N:7]1[C:15]2[C:14]([O:16][CH3:17])=[N:13][C:12]([N:18]3[CH:22]=[C:21]([C:23]([O:25][CH2:26][CH3:27])=[O:24])[CH:20]=[N:19]3)=[N:11][C:10]=2[CH:9]=[N:8]1. The yield is 0.731. (3) The reactants are Cl.[F:2][C:3]([F:15])([F:14])[CH2:4][O:5][C:6]1[N:11]=[CH:10][C:9]([CH2:12][NH2:13])=[CH:8][CH:7]=1.[NH2:16][C:17]1[N:22]=[C:21]([C:23](O)=[O:24])[CH:20]=[CH:19][N:18]=1. No catalyst specified. The product is [NH2:16][C:17]1[N:22]=[C:21]([C:23]([NH:13][CH2:12][C:9]2[CH:10]=[N:11][C:6]([O:5][CH2:4][C:3]([F:2])([F:14])[F:15])=[CH:7][CH:8]=2)=[O:24])[CH:20]=[CH:19][N:18]=1. The yield is 0.220. (4) The reactants are [CH3:1][C:2]1([CH3:11])[CH2:7][C:6]([CH3:9])([CH3:8])[CH2:5][C:4](=O)[CH2:3]1.[CH3:12][O:13][C:14]1[CH:37]=[CH:36][C:17]([C:18]([C:20]2[CH:25]=[CH:24][C:23]([NH:26][S:27]([C:30]3[CH:35]=[CH:34][CH:33]=[CH:32][CH:31]=3)(=[O:29])=[O:28])=[CH:22][CH:21]=2)=O)=[CH:16][CH:15]=1.C([O-])([O-])=O.[K+].[K+]. The catalyst is O1CCCC1.O.[Ti](Cl)(Cl)(Cl)Cl.[Zn]. The product is [CH3:12][O:13][C:14]1[CH:15]=[CH:16][C:17]([C:18](=[C:4]2[CH2:3][C:2]([CH3:11])([CH3:1])[CH2:7][C:6]([CH3:9])([CH3:8])[CH2:5]2)[C:20]2[CH:25]=[CH:24][C:23]([NH:26][S:27]([C:30]3[CH:35]=[CH:34][CH:33]=[CH:32][CH:31]=3)(=[O:29])=[O:28])=[CH:22][CH:21]=2)=[CH:36][CH:37]=1. The yield is 0.800. (5) The reactants are C(OC([NH:11][CH:12]1[C:15](=[O:16])[NH:14][CH:13]1[O:17][C:18](=[O:20])[CH3:19])=O)C1C=CC=CC=1. The catalyst is [Pd].C(OCC)(=O)C. The product is [NH2:11][CH:12]1[C:15](=[O:16])[NH:14][CH:13]1[O:17][C:18](=[O:20])[CH3:19]. The yield is 1.00. (6) The product is [NH2:18][C:19]1[S:23][C:22]([C:24]2[C:29]([F:30])=[CH:28][CH:27]=[CH:26][C:25]=2[F:31])=[N:21][C:20]=1[C:32]([NH:10][C:8]1[CH:7]=[N:6][N:5]([CH:3]2[CH2:4][O:1][CH2:2]2)[CH:9]=1)=[O:33]. The reactants are [O:1]1[CH2:4][CH:3]([N:5]2[CH:9]=[C:8]([NH2:10])[CH:7]=[N:6]2)[CH2:2]1.C(OC([NH:18][C:19]1[S:23][C:22]([C:24]2[C:29]([F:30])=[CH:28][CH:27]=[CH:26][C:25]=2[F:31])=[N:21][C:20]=1[C:32](O)=[O:33])=O)(C)(C)C.CN(C(ON1N=NC2C=CC=NC1=2)=[N+](C)C)C.F[P-](F)(F)(F)(F)F. The yield is 0.0900. No catalyst specified. (7) The product is [Cl:15][C:11]1[CH:12]=[C:13]2[C:8](=[CH:9][CH:10]=1)[NH:7][C:6](=[O:16])[C:5]([C@@H:3]([NH:2][C:18]1[C:23]([F:24])=[C:22]([I:25])[CH:21]=[CH:20][N:19]=1)[CH3:4])=[CH:14]2. The catalyst is CS(C)=O. The reactants are Cl.[NH2:2][C@H:3]([C:5]1[C:6](=[O:16])[NH:7][C:8]2[C:13]([CH:14]=1)=[CH:12][C:11]([Cl:15])=[CH:10][CH:9]=2)[CH3:4].F[C:18]1[C:23]([F:24])=[C:22]([I:25])[CH:21]=[CH:20][N:19]=1.C([O-])([O-])=O.[K+].[K+]. The yield is 0.280.